Dataset: Full USPTO retrosynthesis dataset with 1.9M reactions from patents (1976-2016). Task: Predict the reactants needed to synthesize the given product. (1) Given the product [ClH:1].[NH2:10][CH:18]([C:19]1[C:24](=[O:25])[CH2:23][CH2:22][CH2:21][C:20]=1[NH:26][C:27]1[CH:32]=[CH:31][CH:30]=[C:29]([C:33]([F:34])([F:36])[F:35])[CH:28]=1)[C:22]1[CH:21]=[CH:20][C:19]([C:18]#[N:10])=[CH:24][C:42]=1[CH3:43], predict the reactants needed to synthesize it. The reactants are: [ClH:1].C(C1C=CC([N:10]([CH2:18][C:19]2[C:24](=[O:25])[CH2:23][CH2:22][CH2:21][C:20]=2[NH:26][C:27]2[CH:32]=[CH:31][CH:30]=[C:29]([C:33]([F:36])([F:35])[F:34])[CH:28]=2)C(=O)OC(C)(C)C)=C(C)C=1)#N.O1[CH2:43][CH2:42]OCC1. (2) Given the product [NH2:1][C:2]1[N:7]([C:8]2[CH:13]=[CH:12][CH:11]=[CH:10][CH:9]=2)[C:6]([NH:23][C:22]2[CH:24]=[CH:25][C:19]([O:18][CH3:17])=[CH:20][CH:21]=2)=[N:5][C:4](=[O:16])[CH:3]=1, predict the reactants needed to synthesize it. The reactants are: [NH2:1][C:2]1[N:7]([C:8]2[CH:13]=[CH:12][CH:11]=[CH:10][CH:9]=2)[C:6](SC)=[N:5][C:4](=[O:16])[CH:3]=1.[CH3:17][O:18][C:19]1[CH:25]=[CH:24][C:22]([NH2:23])=[CH:21][CH:20]=1.[K+].[Br-]. (3) Given the product [CH:23]1([CH2:30][C:31]([NH:1][C:2]2[CH:11]=[CH:10][CH:9]=[C:8]3[C:3]=2[CH:4]=[CH:5][N:6]([C@H:13]([CH:20]([CH3:22])[CH3:21])[C:14]([NH:16][CH:17]2[CH2:19][CH2:18]2)=[O:15])[C:7]3=[O:12])=[O:32])[CH2:29][CH2:28][CH2:27][CH2:26][CH2:25][CH2:24]1, predict the reactants needed to synthesize it. The reactants are: [NH2:1][C:2]1[CH:11]=[CH:10][CH:9]=[C:8]2[C:3]=1[CH:4]=[CH:5][N:6]([C@H:13]([CH:20]([CH3:22])[CH3:21])[C:14]([NH:16][CH:17]1[CH2:19][CH2:18]1)=[O:15])[C:7]2=[O:12].[CH:23]1([CH2:30][C:31](O)=[O:32])[CH2:29][CH2:28][CH2:27][CH2:26][CH2:25][CH2:24]1.C(N(CC)C(C)C)(C)C.F[P-](F)(F)(F)(F)F.C[N+](C)=C(N(C)C)ON1C2N=CC=CC=2N=N1.CN(C)C=O. (4) The reactants are: [CH3:1][C@H:2]1[CH2:7][CH2:6][C:5](=[O:8])[N:4]2[C@H:9]([C:12]3[CH:17]=[CH:16][CH:15]=[CH:14][CH:13]=3)[CH2:10][O:11][C@H:3]12.C([SiH](CC)CC)C.C(=O)(O)[O-].[Na+]. Given the product [OH:11][CH2:10][C@H:9]([N:4]1[CH2:3][C@@H:2]([CH3:1])[CH2:7][CH2:6][C:5]1=[O:8])[C:12]1[CH:17]=[CH:16][CH:15]=[CH:14][CH:13]=1, predict the reactants needed to synthesize it. (5) Given the product [Br:15][C:12]1[CH:13]=[CH:14][C:9]([N:3]2[CH:7]=[CH:6][CH:5]=[N:4]2)=[N:10][CH:11]=1, predict the reactants needed to synthesize it. The reactants are: [H-].[Na+].[NH:3]1[CH:7]=[CH:6][CH:5]=[N:4]1.Br[C:9]1[CH:14]=[CH:13][C:12]([Br:15])=[CH:11][N:10]=1. (6) Given the product [N+:12]([C:4]1[CH:3]=[CH:2][C:1]([C:7]2[S:8][CH:9]=[CH:10][N:11]=2)=[CH:6][CH:5]=1)([O-:14])=[O:13], predict the reactants needed to synthesize it. The reactants are: [C:1]1([C:7]2[S:8][CH:9]=[CH:10][N:11]=2)[CH:6]=[CH:5][CH:4]=[CH:3][CH:2]=1.[N+:12]([O-])([OH:14])=[O:13]. (7) Given the product [Br:20][C:16]1[C:15]([OH:21])=[C:14]([NH:13][C:36](=[O:37])[CH2:35][C:30]2[NH:31][C:32](=[O:34])[CH:33]=[C:28]([N:22]3[CH2:27][CH2:26][O:25][CH2:24][CH2:23]3)[N:29]=2)[CH:19]=[CH:18][CH:17]=1, predict the reactants needed to synthesize it. The reactants are: Cl.CN(C)CCCN=C=NCC.[NH2:13][C:14]1[CH:19]=[CH:18][CH:17]=[C:16]([Br:20])[C:15]=1[OH:21].[N:22]1([C:28]2[N:29]=[C:30]([CH2:35][C:36]([O-])=[O:37])[NH:31][C:32](=[O:34])[CH:33]=2)[CH2:27][CH2:26][O:25][CH2:24][CH2:23]1.[Na+]. (8) Given the product [F:1][C:2]1[CH:10]=[CH:9][C:5]2[C:6](=[O:8])[N:13]=[C:12]([C:14]3[CH:19]=[CH:18][CH:17]=[CH:16][N:15]=3)[S:11][C:4]=2[CH:3]=1, predict the reactants needed to synthesize it. The reactants are: [F:1][C:2]1[CH:10]=[CH:9][C:5]([C:6]([OH:8])=O)=[C:4]([SH:11])[CH:3]=1.[C:12]([C:14]1[CH:19]=[CH:18][CH:17]=[CH:16][N:15]=1)#[N:13]. (9) Given the product [CH:1]1([CH2:4][O:5][C:6]2[CH:7]=[CH:8][C:9]3[N:10]([N:12]=[C:13]([C:15]4[C:16]([F:34])=[CH:17][C:18]([O:19][CH2:20][C@@H:21]([NH:23][C:35](=[O:37])[CH3:36])[CH3:22])=[CH:31][C:32]=4[F:33])[CH:14]=3)[CH:11]=2)[CH2:2][CH2:3]1, predict the reactants needed to synthesize it. The reactants are: [CH:1]1([CH2:4][O:5][C:6]2[CH:7]=[CH:8][C:9]3[N:10]([N:12]=[C:13]([C:15]4[C:32]([F:33])=[CH:31][C:18]([O:19][CH2:20][C@@H:21]([NH:23]C(=O)OC(C)(C)C)[CH3:22])=[CH:17][C:16]=4[F:34])[CH:14]=3)[CH:11]=2)[CH2:3][CH2:2]1.[C:35](OCC)(=[O:37])[CH3:36].Cl.